Dataset: Forward reaction prediction with 1.9M reactions from USPTO patents (1976-2016). Task: Predict the product of the given reaction. (1) The product is: [CH:13]1[C:14]2[C:19](=[CH:18][CH:17]=[CH:16][CH:15]=2)[CH:20]=[CH:21][C:12]=1[C:10]([C:1]1[CH:2]=[CH:3][C:30]([OH:32])=[C:29]([CH3:28])[CH:6]=1)([C:3]1[CH:4]=[CH:5][C:6]([OH:7])=[C:1]([CH3:8])[CH:2]=1)[CH3:9]. Given the reactants [C:1]1([CH3:8])[C:6]([OH:7])=[CH:5][CH:4]=[CH:3][CH:2]=1.[CH3:9][C:10]([C:12]1[CH:21]=[CH:20][C:19]2[C:14](=[CH:15][CH:16]=[CH:17][CH:18]=2)[CH:13]=1)=O.S(=O)(=O)(O)O.S[CH2:28][CH2:29][C:30]([OH:32])=O, predict the reaction product. (2) Given the reactants [C:1]([NH:4][C:5]1[S:19][C:8]2[CH2:9][N:10]([CH2:13][C:14]([O:16]CC)=[O:15])[CH2:11][CH2:12][C:7]=2[C:6]=1[C:20]1[S:21][C:22]2[CH:28]=[CH:27][CH:26]=[CH:25][C:23]=2[N:24]=1)(=[O:3])[CH3:2].[OH-].[Na+].[ClH:31], predict the reaction product. The product is: [Cl-:31].[C:1]([NH:4][C:5]1[S:19][C:8]2[CH2:9][NH+:10]([CH2:13][C:14]([OH:16])=[O:15])[CH2:11][CH2:12][C:7]=2[C:6]=1[C:20]1[S:21][C:22]2[CH:28]=[CH:27][CH:26]=[CH:25][C:23]=2[N:24]=1)(=[O:3])[CH3:2].